Dataset: Catalyst prediction with 721,799 reactions and 888 catalyst types from USPTO. Task: Predict which catalyst facilitates the given reaction. (1) Reactant: [F:1][C:2]([F:41])([F:40])[CH2:3][NH:4][C:5]([C:7]1([CH2:20][CH2:21][CH2:22][CH2:23][N:24]2[CH2:29][CH2:28][N:27]([C:30](=[O:39])[CH2:31][C:32]3[CH:37]=[CH:36][C:35]([NH2:38])=[CH:34][CH:33]=3)[CH2:26][CH2:25]2)[C:19]2[CH:18]=[CH:17][CH:16]=[CH:15][C:14]=2[C:13]2[C:8]1=[CH:9][CH:10]=[CH:11][CH:12]=2)=[O:6].[C:42](Cl)(=[O:44])[CH3:43]. Product: [F:41][C:2]([F:40])([F:1])[CH2:3][NH:4][C:5]([C:7]1([CH2:20][CH2:21][CH2:22][CH2:23][N:24]2[CH2:25][CH2:26][N:27]([C:30](=[O:39])[CH2:31][C:32]3[CH:33]=[CH:34][C:35]([NH:38][C:42](=[O:44])[CH3:43])=[CH:36][CH:37]=3)[CH2:28][CH2:29]2)[C:8]2[CH:9]=[CH:10][CH:11]=[CH:12][C:13]=2[C:14]2[C:19]1=[CH:18][CH:17]=[CH:16][CH:15]=2)=[O:6]. The catalyst class is: 2. (2) Reactant: C[O:2][C:3](=[O:18])[C:4]1[CH:9]=[CH:8][C:7]([N:10]2[CH2:15][CH2:14][S:13](=[O:17])(=[O:16])[CH2:12][CH2:11]2)=[N:6][CH:5]=1.[OH-].[K+]. Product: [O:17]=[S:13]1(=[O:16])[CH2:12][CH2:11][N:10]([C:7]2[CH:8]=[CH:9][C:4]([C:3]([OH:18])=[O:2])=[CH:5][N:6]=2)[CH2:15][CH2:14]1. The catalyst class is: 5.